Predict the reactants needed to synthesize the given product. From a dataset of Full USPTO retrosynthesis dataset with 1.9M reactions from patents (1976-2016). (1) The reactants are: [C:1]([O:5][C:6](=[O:14])[NH:7][C@H:8]([C:11](=O)[NH2:12])[CH2:9][CH3:10])([CH3:4])([CH3:3])[CH3:2].F[B-](F)(F)F.C([O+](CC)CC)C.[F:27][C:28]1[CH:29]=[C:30]([NH:35][C:36]2[CH:41]=[CH:40][CH:39]=[CH:38][N:37]=2)[C:31](N)=[CH:32][CH:33]=1. Given the product [C:1]([O:5][C:6](=[O:14])[NH:7][C@H:8]([C:11]1[N:35]([C:36]2[CH:41]=[CH:40][CH:39]=[CH:38][N:37]=2)[C:30]2[CH:29]=[C:28]([F:27])[CH:33]=[CH:32][C:31]=2[N:12]=1)[CH2:9][CH3:10])([CH3:4])([CH3:3])[CH3:2], predict the reactants needed to synthesize it. (2) Given the product [F:19][C:20]1[C:26]([N+:27]([O-:29])=[O:28])=[CH:25][C:23]([NH:24][C:2]2[N:7]=[C:6]([C:8]3[C:16]4[C:11](=[CH:12][CH:13]=[CH:14][CH:15]=4)[N:10]([CH3:17])[CH:9]=3)[C:5]([CH3:18])=[CH:4][N:3]=2)=[C:22]([O:30][CH3:31])[CH:21]=1, predict the reactants needed to synthesize it. The reactants are: Cl[C:2]1[N:7]=[C:6]([C:8]2[C:16]3[C:11](=[CH:12][CH:13]=[CH:14][CH:15]=3)[N:10]([CH3:17])[CH:9]=2)[C:5]([CH3:18])=[CH:4][N:3]=1.[F:19][C:20]1[C:26]([N+:27]([O-:29])=[O:28])=[CH:25][C:23]([NH2:24])=[C:22]([O:30][CH3:31])[CH:21]=1.C1(C)C=CC(S(O)(=O)=O)=CC=1. (3) Given the product [Cl:19][C:16]1[CH:17]=[C:18]2[C:13](=[CH:14][CH:15]=1)[N:12]([CH2:20][C:21]1[CH:22]=[N:23][C:24]([C:27]3[C:32]4[O:33][C:34]5[CH:39]=[CH:38][CH:37]=[CH:36][C:35]=5[C:31]=4[CH:30]=[CH:29][CH:28]=3)=[CH:25][CH:26]=1)[CH:11]=[C:10]2[C:8](=[O:9])[CH2:7][CH2:6][C:5]([OH:40])=[O:4], predict the reactants needed to synthesize it. The reactants are: [OH-].[Na+].C[O:4][C:5](=[O:40])[CH2:6][CH2:7][C:8]([C:10]1[C:18]2[C:13](=[CH:14][CH:15]=[C:16]([Cl:19])[CH:17]=2)[N:12]([CH2:20][C:21]2[CH:22]=[N:23][C:24]([C:27]3[C:32]4[O:33][C:34]5[CH:39]=[CH:38][CH:37]=[CH:36][C:35]=5[C:31]=4[CH:30]=[CH:29][CH:28]=3)=[CH:25][CH:26]=2)[CH:11]=1)=[O:9].Cl. (4) Given the product [O:25]=[C:12]1[C:11]2[N:10]=[C:9]([C:6]3[CH:7]=[CH:8][C:3]([CH:2]=[O:1])=[CH:4][CH:5]=3)[C:18]([C:19]3[CH:20]=[CH:21][CH:22]=[CH:23][CH:24]=3)=[CH:17][C:16]=2[CH:15]=[CH:14][NH:13]1, predict the reactants needed to synthesize it. The reactants are: [OH:1][CH2:2][C:3]1[CH:8]=[CH:7][C:6]([C:9]2[C:18]([C:19]3[CH:24]=[CH:23][CH:22]=[CH:21][CH:20]=3)=[CH:17][C:16]3[CH:15]=[CH:14][NH:13][C:12](=[O:25])[C:11]=3[N:10]=2)=[CH:5][CH:4]=1. (5) The reactants are: [C:1]([N:20]1[C:24]([C:25](OC)=[O:26])=[C:23]([C:29](OC)=[O:30])[C:22]([C:33](OC)=[O:34])=[N:21]1)([C:14]1[CH:19]=[CH:18][CH:17]=[CH:16][CH:15]=1)([C:8]1[CH:13]=[CH:12][CH:11]=[CH:10][CH:9]=1)[C:2]1[CH:7]=[CH:6][CH:5]=[CH:4][CH:3]=1.[H-].[H-].[H-].[H-].[Li+].[Al+3]. Given the product [C:1]([N:20]1[C:24]([CH2:25][OH:26])=[C:23]([CH2:29][OH:30])[C:22]([CH2:33][OH:34])=[N:21]1)([C:14]1[CH:19]=[CH:18][CH:17]=[CH:16][CH:15]=1)([C:2]1[CH:3]=[CH:4][CH:5]=[CH:6][CH:7]=1)[C:8]1[CH:13]=[CH:12][CH:11]=[CH:10][CH:9]=1, predict the reactants needed to synthesize it. (6) Given the product [F:33][C:11]([F:10])([F:32])[C:12]1[CH:13]=[CH:14][C:15]([O:16][C:17]2[CH:18]=[CH:19][C:20]([C:23]3[C:24]4=[N:29][S:6](=[O:8])(=[O:7])[CH2:5][CH2:4][N:25]4[CH:26]=[CH:27][CH:28]=3)=[CH:21][CH:22]=2)=[CH:30][CH:31]=1, predict the reactants needed to synthesize it. The reactants are: [H-].[Na+].Cl[CH2:4][CH2:5][S:6](Cl)(=[O:8])=[O:7].[F:10][C:11]([F:33])([F:32])[C:12]1[CH:31]=[CH:30][C:15]([O:16][C:17]2[CH:22]=[CH:21][C:20]([C:23]3[C:24]([NH2:29])=[N:25][CH:26]=[CH:27][CH:28]=3)=[CH:19][CH:18]=2)=[CH:14][CH:13]=1.